Dataset: Reaction yield outcomes from USPTO patents with 853,638 reactions. Task: Predict the reaction yield, written as a fraction of the theoretical maximum amount of product (1.0 means a 100% yield; for example, 0.34 means a 34% yield). (1) The reactants are Cl.Cl.[NH:3]1[CH2:6][CH:5]([C:7]2[C:8]([O:28][CH2:29][CH3:30])=[C:9]([CH:15]([N:17]3[C:21]4=[N:22][CH:23]=[N:24][C:25]([NH2:26])=[C:20]4[C:19]([CH3:27])=[N:18]3)[CH3:16])[CH:10]=[C:11]([Cl:14])[C:12]=2[F:13])[CH2:4]1.C(N(CC)CC)C.[CH3:38][C@H:39]1[CH2:41][O:40]1. The catalyst is C(O)(C)C.C(#N)C. The product is [NH2:26][C:25]1[N:24]=[CH:23][N:22]=[C:21]2[N:17]([CH:15]([C:9]3[C:8]([O:28][CH2:29][CH3:30])=[C:7]([CH:5]4[CH2:4][N:3]([CH2:38][C@@H:39]([OH:40])[CH3:41])[CH2:6]4)[C:12]([F:13])=[C:11]([Cl:14])[CH:10]=3)[CH3:16])[N:18]=[C:19]([CH3:27])[C:20]=12. The yield is 0.230. (2) The reactants are [Cl:1][C:2]1[CH:7]=[C:6]([OH:8])[CH:5]=[CH:4][N:3]=1.Br.Br[CH2:11][C:12]1[CH:13]=[N:14][CH:15]=[CH:16][CH:17]=1.[OH-].[Na+]. The catalyst is [Br-].C([N+](CCCC)(CCCC)CCCC)CCC.C1(C)C=CC=CC=1.CCOC(C)=O. The product is [Cl:1][C:2]1[CH:7]=[C:6]([O:8][CH2:11][C:12]2[CH:13]=[N:14][CH:15]=[CH:16][CH:17]=2)[CH:5]=[CH:4][N:3]=1. The yield is 0.730. (3) The reactants are C(O[C:4](=[N:6][C:7](=O)[C:8]1[CH:13]=[CH:12][C:11]([Br:14])=[CH:10][CH:9]=1)[CH3:5])C.[CH3:16][S:17]([C:20]1[CH:21]=[CH:22][C:23]([NH:26][NH2:27])=[N:24][CH:25]=1)(=[O:19])=[O:18].O. The catalyst is ClCCl.CO. The product is [Br:14][C:11]1[CH:10]=[CH:9][C:8]([C:7]2[N:26]([C:23]3[CH:22]=[CH:21][C:20]([S:17]([CH3:16])(=[O:19])=[O:18])=[CH:25][N:24]=3)[N:27]=[C:4]([CH3:5])[N:6]=2)=[CH:13][CH:12]=1. The yield is 0.610. (4) The reactants are [Mg].II.Br[CH:5]1[CH2:8][CH2:7][CH2:6]1.C[C:10]1[CH:15]=[C:14]([C:16]#[N:17])[CH:13]=[CH:12][C:11]=1[C:18]1[CH:23]=[CH:22][C:21]([C:24]([F:27])([F:26])[F:25])=[CH:20][CH:19]=1.[BH4-].[Na+]. The catalyst is C(OCC)C.O1CCCC1.CO. The product is [CH:5]1([CH:16]([C:14]2[CH:15]=[CH:10][C:11]([C:18]3[CH:23]=[CH:22][C:21]([C:24]([F:25])([F:26])[F:27])=[CH:20][CH:19]=3)=[CH:12][CH:13]=2)[NH2:17])[CH2:8][CH2:7][CH2:6]1. The yield is 0.270. (5) The catalyst is CN(C)C=O. The reactants are [CH:1]1([CH2:4][CH2:5][OH:6])[CH2:3][CH2:2]1.[H-].[Na+].[F:9][C:10]1[CH:22]=[C:21](F)[C:20]([F:24])=[CH:19][C:11]=1[C:12]([NH:14][S:15]([CH3:18])(=[O:17])=[O:16])=[O:13]. The product is [CH:1]1([CH2:4][CH2:5][O:6][C:21]2[C:20]([F:24])=[CH:19][C:11]([C:12]([NH:14][S:15]([CH3:18])(=[O:17])=[O:16])=[O:13])=[C:10]([F:9])[CH:22]=2)[CH2:3][CH2:2]1. The yield is 0.190. (6) The reactants are O[Li].O.[CH3:4][C:5]1[CH:10]=[C:9]([NH:11][CH3:12])[CH:8]=[C:7]([CH3:13])[C:6]=1/[CH:14]=[CH:15]/[S:16]([N:19]1[CH2:24][CH2:23][C:22]([NH:28][C:29](=O)[CH2:30][CH2:31][CH2:32][CH2:33][CH2:34][CH2:35][CH2:36][CH2:37][C:38]2([CH3:42])[CH2:41][O:40][CH2:39]2)([C:25]([NH2:27])=[O:26])[CH2:21][CH2:20]1)(=[O:18])=[O:17].[Cl-].[NH4+]. The catalyst is C(O)C. The product is [CH3:13][C:7]1[CH:8]=[C:9]([NH:11][CH3:12])[CH:10]=[C:5]([CH3:4])[C:6]=1/[CH:14]=[CH:15]/[S:16]([N:19]1[CH2:24][CH2:23][C:22]2([N:28]=[C:29]([CH2:30][CH2:31][CH2:32][CH2:33][CH2:34][CH2:35][CH2:36][CH2:37][C:38]3([CH3:42])[CH2:39][O:40][CH2:41]3)[NH:27][C:25]2=[O:26])[CH2:21][CH2:20]1)(=[O:17])=[O:18]. The yield is 1.00.